From a dataset of Forward reaction prediction with 1.9M reactions from USPTO patents (1976-2016). Predict the product of the given reaction. Given the reactants [CH3:1][O:2][C:3]1[CH:8]=[CH:7][C:6]([C:9]2[O:10][C:11]([CH2:22][O:23][C:24]3[CH:31]=[CH:30][C:27]([C:28]#[N:29])=[C:26]([CH3:32])[CH:25]=3)=[C:12]([CH2:14][O:15]C3CCCCO3)[N:13]=2)=[CH:5][CH:4]=1.O.C1(C)C=CC(S(O)(=O)=O)=CC=1, predict the reaction product. The product is: [OH:15][CH2:14][C:12]1[N:13]=[C:9]([C:6]2[CH:5]=[CH:4][C:3]([O:2][CH3:1])=[CH:8][CH:7]=2)[O:10][C:11]=1[CH2:22][O:23][C:24]1[CH:31]=[CH:30][C:27]([C:28]#[N:29])=[C:26]([CH3:32])[CH:25]=1.